This data is from Full USPTO retrosynthesis dataset with 1.9M reactions from patents (1976-2016). The task is: Predict the reactants needed to synthesize the given product. (1) Given the product [CH3:8][O:20][C:19]([C:16]1[S:17][CH:18]=[C:14]([Br:13])[C:15]=1[CH3:22])=[O:21], predict the reactants needed to synthesize it. The reactants are: C[Si](C=[N+]=[N-])(C)C.[CH3:8]COCC.[Br:13][C:14]1[C:15]([CH3:22])=[C:16]([C:19]([OH:21])=[O:20])[S:17][CH:18]=1.C(O)(=O)C. (2) Given the product [CH3:28][C:2]1[C:7]([CH3:8])=[CH:6][CH:5]=[CH:4][C:3]=1[NH:10][C:11]1[CH:26]=[CH:25][CH:24]=[CH:23][C:12]=1[C:13]([O:15][CH2:16][CH2:17][N:18]([CH2:21][CH3:22])[CH2:19][CH3:20])=[O:14], predict the reactants needed to synthesize it. The reactants are: Cl[C:2]1[C:7]([CH3:8])=[CH:6][CH:5]=[C:4](Cl)[C:3]=1[NH:10][C:11]1[CH:26]=[CH:25][CH:24]=[CH:23][C:12]=1[C:13]([O:15][CH2:16][CH2:17][N:18]([CH2:21][CH3:22])[CH2:19][CH3:20])=[O:14].F[C:28](F)(F)C1C=C(NC2C(C(OCCN(CC)CC)=O)=CC=CN=2)C=CC=1.CC1C(C(F)(F)F)=CC=CC=1NC1C(C(OCCN(CC)CC)=O)=CC=CN=1.